This data is from Forward reaction prediction with 1.9M reactions from USPTO patents (1976-2016). The task is: Predict the product of the given reaction. (1) Given the reactants Br[CH:2]([CH2:13][C:14]1[CH:19]=[CH:18][CH:17]=[CH:16][CH:15]=1)[C:3]([C:5]1[CH:10]=[CH:9][C:8]([O:11][CH3:12])=[CH:7][CH:6]=1)=O.[NH2:20][C:21]([NH2:23])=[S:22].C([O-])(=O)C.[Na+], predict the reaction product. The product is: [CH2:13]([C:2]1[S:22][C:21]([NH2:23])=[N:20][C:3]=1[C:5]1[CH:10]=[CH:9][C:8]([O:11][CH3:12])=[CH:7][CH:6]=1)[C:14]1[CH:19]=[CH:18][CH:17]=[CH:16][CH:15]=1. (2) Given the reactants Cl.[Cl:2][C:3]1[CH:4]=[C:5]2[C:9](=[CH:10][CH:11]=1)[NH:8][CH:7]=[C:6]2[CH2:12]CN.CN(C([O:22][N:23]1N=N[C:25]2[CH:26]=[CH:27]C=N[C:24]1=2)=[N+](C)C)C.F[P-](F)(F)(F)(F)F.C(N(CC)C(C)C)(C)C.C[OH:49].[CH3:50][N:51]([CH:53]=[O:54])C, predict the reaction product. The product is: [Cl:2][C:3]1[CH:4]=[C:5]2[C:9](=[CH:10][CH:11]=1)[NH:8][CH:7]=[C:6]2[CH2:12][CH2:50][NH:51][C:53]([C:24]1[CH:25]=[C:26]([CH2:27][OH:49])[O:22][N:23]=1)=[O:54]. (3) Given the reactants Cl[CH2:2][CH2:3][CH2:4][S:5]([N:8]1[CH2:13][CH2:12][CH:11]([C:14]2[C:22]3[C:17](=[C:18]([C:28]([NH2:30])=[O:29])[CH:19]=[C:20]([C:23]4[CH:27]=[CH:26][S:25][CH:24]=4)[CH:21]=3)[NH:16][N:15]=2)[CH2:10][CH2:9]1)(=[O:7])=[O:6].C([O-])([O-])=O.[K+].[K+].[I-].[Na+].[NH:39]1[CH2:43][CH2:42][CH2:41][CH2:40]1, predict the reaction product. The product is: [N:39]1([CH2:2][CH2:3][CH2:4][S:5]([N:8]2[CH2:13][CH2:12][CH:11]([C:14]3[C:22]4[C:17](=[C:18]([C:28]([NH2:30])=[O:29])[CH:19]=[C:20]([C:23]5[CH:27]=[CH:26][S:25][CH:24]=5)[CH:21]=4)[NH:16][N:15]=3)[CH2:10][CH2:9]2)(=[O:7])=[O:6])[CH2:43][CH2:42][CH2:41][CH2:40]1. (4) Given the reactants [NH:1]1[CH:5]=[CH:4][CH:3]=[C:2]1[C:6]([O:8][CH3:9])=[O:7].[F:10][CH:11]([F:13])I.CN(C=O)C.[H-].[Na+], predict the reaction product. The product is: [F:10][CH:11]([F:13])[N:1]1[CH:5]=[CH:4][CH:3]=[C:2]1[C:6]([O:8][CH3:9])=[O:7]. (5) Given the reactants [OH:1][CH2:2][C@H:3]1[O:8][CH2:7][CH2:6][N:5]([C:9]([O:11][C:12]([CH3:15])([CH3:14])[CH3:13])=[O:10])[CH2:4]1.[H-].[Na+].Cl[C:19]1[C:24]2=[N:25][CH:26]=[CH:27][N:28]=[C:23]2[CH:22]=[C:21]([Cl:29])[N:20]=1, predict the reaction product. The product is: [Cl:29][C:21]1[N:20]=[C:19]([O:1][CH2:2][C@H:3]2[O:8][CH2:7][CH2:6][N:5]([C:9]([O:11][C:12]([CH3:15])([CH3:14])[CH3:13])=[O:10])[CH2:4]2)[C:24]2=[N:25][CH:26]=[CH:27][N:28]=[C:23]2[CH:22]=1. (6) Given the reactants C([O:3][C:4]([C:6]1([C:9]2[CH:14]=[CH:13][C:12]([C:15]3[CH:20]=[CH:19][C:18]([C:21]4[S:22][C:23]([F:38])=[CH:24][C:25]=4[NH:26][C:27]([O:29][CH:30]([C:32]4[C:36]([CH3:37])=[CH:35][S:34][CH:33]=4)[CH3:31])=[O:28])=[CH:17][C:16]=3[O:39][CH3:40])=[CH:11][CH:10]=2)[CH2:8][CH2:7]1)=[O:5])C.[OH-].[Na+].O1CCCC1.Cl, predict the reaction product. The product is: [F:38][C:23]1[S:22][C:21]([C:18]2[CH:19]=[CH:20][C:15]([C:12]3[CH:13]=[CH:14][C:9]([C:6]4([C:4]([OH:5])=[O:3])[CH2:7][CH2:8]4)=[CH:10][CH:11]=3)=[C:16]([O:39][CH3:40])[CH:17]=2)=[C:25]([NH:26][C:27]([O:29][CH:30]([C:32]2[C:36]([CH3:37])=[CH:35][S:34][CH:33]=2)[CH3:31])=[O:28])[CH:24]=1.